Dataset: Reaction yield outcomes from USPTO patents with 853,638 reactions. Task: Predict the reaction yield, written as a fraction of the theoretical maximum amount of product (1.0 means a 100% yield; for example, 0.34 means a 34% yield). (1) The reactants are [CH3:1][C:2]1[CH:3]=[C:4]([CH:7]=[C:8]([CH3:22])[C:9]=1[O:10][C:11]1[CH:16]=[CH:15][C:14]([O:17][CH3:18])=[C:13]([CH:19]([CH3:21])[CH3:20])[CH:12]=1)[CH:5]=[O:6].[BH4-].[Na+]. The catalyst is CO. The product is [CH3:22][C:8]1[CH:7]=[C:4]([CH:3]=[C:2]([CH3:1])[C:9]=1[O:10][C:11]1[CH:16]=[CH:15][C:14]([O:17][CH3:18])=[C:13]([CH:19]([CH3:20])[CH3:21])[CH:12]=1)[CH2:5][OH:6]. The yield is 0.830. (2) The reactants are [C:1](Cl)(=[O:5])C(Cl)=O.[Cl:7][C:8]1[CH:16]=[CH:15][C:14]([C:17]2[CH:22]=[CH:21][CH:20]=[CH:19][N:18]=2)=[CH:13][C:9]=1[C:10]([NH2:12])=[O:11].[NH2:23][C:24]1[S:25][C:26]2[CH:32]=[C:31]([S:33]([CH3:36])(=[O:35])=[O:34])[CH:30]=[CH:29][C:27]=2[N:28]=1. The catalyst is C1COCC1. The product is [Cl:7][C:8]1[CH:16]=[CH:15][C:14]([C:17]2[CH:22]=[CH:21][CH:20]=[CH:19][N:18]=2)=[CH:13][C:9]=1[C:10]([NH:12][C:1](=[O:5])[NH:23][C:24]1[S:25][C:26]2[CH:32]=[C:31]([S:33]([CH3:36])(=[O:35])=[O:34])[CH:30]=[CH:29][C:27]=2[N:28]=1)=[O:11]. The yield is 0.100. (3) The reactants are S(S([O-])=O)([O-])=O.[Na+].[Na+].[CH3:9][O:10][C:11]([C:13]1[CH:18]=[CH:17][C:16]([N+:19]([O-])=O)=[C:15]([NH:22][CH3:23])[CH:14]=1)=[O:12].C(=O)(O)[O-].[Na+]. The catalyst is O1CCCC1.C(O)C. The product is [NH2:19][C:16]1[CH:17]=[CH:18][C:13]([C:11]([O:10][CH3:9])=[O:12])=[CH:14][C:15]=1[NH:22][CH3:23]. The yield is 0.680. (4) The reactants are O[C:2]1([C:26]2[C:27]([OH:35])=[CH:28][C:29]3[O:33][CH2:32][CH2:31][C:30]=3[CH:34]=2)[C:10]2[CH:9]=[C:8]3[O:11][CH2:12][CH2:13][O:14][C:7]3=[CH:6][C:5]=2[N:4]([CH2:15][C:16]2[O:17][C:18]([C:21]([F:24])([F:23])[F:22])=[CH:19][CH:20]=2)[C:3]1=[O:25].C([SiH](CC)CC)C.FC(F)(F)C(O)=O. The catalyst is ClCCl. The product is [OH:35][C:27]1[C:26]([CH:2]2[C:10]3[CH:9]=[C:8]4[O:11][CH2:12][CH2:13][O:14][C:7]4=[CH:6][C:5]=3[N:4]([CH2:15][C:16]3[O:17][C:18]([C:21]([F:24])([F:23])[F:22])=[CH:19][CH:20]=3)[C:3]2=[O:25])=[CH:34][C:30]2[CH2:31][CH2:32][O:33][C:29]=2[CH:28]=1. The yield is 0.970. (5) The reactants are [CH2:1]([C@H:8]1[C@H:12]([CH2:13][CH:14]([NH:23][C:24]([O:26][CH2:27][C:28]2[CH:33]=[CH:32][CH:31]=[CH:30][CH:29]=2)=[O:25])[CH2:15][C:16]2[CH:21]=[CH:20][C:19](Br)=[CH:18][CH:17]=2)[O:11][C:10]([CH3:35])([CH3:34])[N:9]1[C:36]([O:38][C:39]([CH3:42])([CH3:41])[CH3:40])=[O:37])[C:2]1[CH:7]=[CH:6][CH:5]=[CH:4][CH:3]=1.[CH3:43][C:44]1[CH:45]=[CH:46][C:47]([Sn](CCCC)(CCCC)CCCC)=[N:48][CH:49]=1. The catalyst is CN(C=O)C.Cl[Pd](Cl)([P](C1C=CC=CC=1)(C1C=CC=CC=1)C1C=CC=CC=1)[P](C1C=CC=CC=1)(C1C=CC=CC=1)C1C=CC=CC=1. The product is [CH2:1]([C@H:8]1[C@H:12]([CH2:13][CH:14]([NH:23][C:24]([O:26][CH2:27][C:28]2[CH:33]=[CH:32][CH:31]=[CH:30][CH:29]=2)=[O:25])[CH2:15][C:16]2[CH:21]=[CH:20][C:19]([C:47]3[CH:46]=[CH:45][C:44]([CH3:43])=[CH:49][N:48]=3)=[CH:18][CH:17]=2)[O:11][C:10]([CH3:35])([CH3:34])[N:9]1[C:36]([O:38][C:39]([CH3:42])([CH3:41])[CH3:40])=[O:37])[C:2]1[CH:7]=[CH:6][CH:5]=[CH:4][CH:3]=1. The yield is 0.630. (6) The reactants are [CH2:1]([O:8][CH2:9][C:10]1[CH2:14][C:13]([C:16]([Cl:19])([Cl:18])[Cl:17])(O)[N:12]([C:20]2[C:25]([Cl:26])=[CH:24][CH:23]=[CH:22][N:21]=2)[N:11]=1)[C:2]1[CH:7]=[CH:6][CH:5]=[CH:4][CH:3]=1.FC(F)(F)C(OC(=O)C(F)(F)F)=O. The catalyst is C(OC)C(C)C. The product is [CH2:1]([O:8][CH2:9][C:10]1[CH:14]=[C:13]([C:16]([Cl:18])([Cl:19])[Cl:17])[N:12]([C:20]2[C:25]([Cl:26])=[CH:24][CH:23]=[CH:22][N:21]=2)[N:11]=1)[C:2]1[CH:7]=[CH:6][CH:5]=[CH:4][CH:3]=1. The yield is 0.950. (7) The catalyst is CO.[OH-].[Pd+2].[OH-]. The product is [C:1]([O:5][C:6]([N:8]1[CH2:15][CH:14]2[NH:16][CH:10]([CH2:11][C:12](=[O:24])[CH2:13]2)[CH2:9]1)=[O:7])([CH3:4])([CH3:2])[CH3:3]. The yield is 1.00. The reactants are [C:1]([O:5][C:6]([N:8]1[CH2:15][CH:14]2[N:16](CC3C=CC=CC=3)[CH:10]([CH2:11][C:12](=[O:24])[CH2:13]2)[CH2:9]1)=[O:7])([CH3:4])([CH3:3])[CH3:2].[H][H]. (8) The reactants are [C:1]([N:4]1[CH2:9][CH2:8][C@H:7]([O:10][CH2:11][C:12]2[CH:17]=[C:16]([C:18]([F:21])([F:20])[F:19])[CH:15]=[C:14]([C:22]([F:25])([F:24])[F:23])[CH:13]=2)[C@H:6]([C:26]2[CH:31]=[CH:30][CH:29]=[CH:28][CH:27]=2)[CH2:5]1)(=O)[CH3:2].CO.[C:34]([OH:39])(=[O:38])[C:35]([OH:37])=[O:36]. The catalyst is C1COCC1.B. The product is [C:34]([OH:39])(=[O:38])[C:35]([OH:37])=[O:36].[F:25][C:22]([F:23])([F:24])[C:14]1[CH:13]=[C:12]([CH:17]=[C:16]([C:18]([F:21])([F:20])[F:19])[CH:15]=1)[CH2:11][O:10][C@H:7]1[CH2:8][CH2:9][N:4]([CH2:1][CH3:2])[CH2:5][C@H:6]1[C:26]1[CH:31]=[CH:30][CH:29]=[CH:28][CH:27]=1. The yield is 0.610. (9) The reactants are OS(O)(=O)=O.[O-]S([O-])(=O)=O.[Mg+2].[F:12][C:13]1[CH:14]=[C:15]([CH:19]=[C:20]([F:22])[CH:21]=1)[C:16]([OH:18])=[O:17].[CH3:23][C:24](O)([CH3:26])[CH3:25]. The catalyst is C1(C)C=CC=CC=1. The product is [F:12][C:13]1[CH:14]=[C:15]([CH:19]=[C:20]([F:22])[CH:21]=1)[C:16]([O:18][C:24]([CH3:26])([CH3:25])[CH3:23])=[O:17]. The yield is 0.780. (10) The reactants are [I-].[CH2:2]([C:4]1([O:9][C:10](=[O:36])[CH2:11][O:12][C:13]([C:15]2[CH:16]=[CH:17][C:18]([O:34][CH3:35])=[C:19]([S+:21]3[C:25]4[CH:26]=[CH:27][CH:28]=[CH:29][C:24]=4[C:23]4[CH:30]=[CH:31][CH:32]=[CH:33][C:22]3=4)[CH:20]=2)=[O:14])[CH2:8][CH2:7][CH2:6][CH2:5]1)[CH3:3].[F:37][C:38]([F:50])([S:46]([O-:49])(=[O:48])=[O:47])[CH2:39][O:40][C:41](=[O:45])[C:42]([CH3:44])=[CH2:43].C([NH+](CC)CC)C.O. The catalyst is ClCCl. The product is [F:50][C:38]([F:37])([S:46]([O-:49])(=[O:48])=[O:47])[CH2:39][O:40][C:41](=[O:45])[C:42]([CH3:44])=[CH2:43].[CH2:2]([C:4]1([O:9][C:10](=[O:36])[CH2:11][O:12][C:13]([C:15]2[CH:16]=[CH:17][C:18]([O:34][CH3:35])=[C:19]([S+:21]3[C:22]4[CH:33]=[CH:32][CH:31]=[CH:30][C:23]=4[C:24]4[CH:29]=[CH:28][CH:27]=[CH:26][C:25]3=4)[CH:20]=2)=[O:14])[CH2:5][CH2:6][CH2:7][CH2:8]1)[CH3:3]. The yield is 0.860.